Dataset: Reaction yield outcomes from USPTO patents with 853,638 reactions. Task: Predict the reaction yield, written as a fraction of the theoretical maximum amount of product (1.0 means a 100% yield; for example, 0.34 means a 34% yield). (1) The reactants are [CH2:1]([O:3][C:4]1[CH:9]=[CH:8][C:7]([C:10]2[CH:11]=[C:12]3[C:16](=[CH:17][CH:18]=2)[C:15](=[O:19])[O:14][CH2:13]3)=[C:6]([OH:20])[C:5]=1[O:21][CH3:22])[CH3:2].C(=O)([O-])[O-].[K+].[K+].Br[CH2:30][C:31]1[CH:36]=[CH:35][C:34]([S:37]([CH3:40])(=[O:39])=[O:38])=[CH:33][CH:32]=1. The catalyst is C(#N)C. The product is [CH2:1]([O:3][C:4]1[CH:9]=[CH:8][C:7]([C:10]2[CH:11]=[C:12]3[C:16](=[CH:17][CH:18]=2)[C:15](=[O:19])[O:14][CH2:13]3)=[C:6]([O:20][CH2:30][C:31]2[CH:32]=[CH:33][C:34]([S:37]([CH3:40])(=[O:39])=[O:38])=[CH:35][CH:36]=2)[C:5]=1[O:21][CH3:22])[CH3:2]. The yield is 0.160. (2) The reactants are [CH3:1][C:2]1[C:7]2[NH:8][C:9](=O)[O:10][C:11](=[O:12])[C:6]=2[CH:5]=[C:4]([N+:14]([O-:16])=[O:15])[CH:3]=1.C[O-].[Na+].[NH4+].[Cl-]. The catalyst is CO. The product is [CH3:9][O:10][C:11](=[O:12])[C:6]1[CH:5]=[C:4]([N+:14]([O-:16])=[O:15])[CH:3]=[C:2]([CH3:1])[C:7]=1[NH2:8]. The yield is 0.990. (3) The reactants are [NH2:1][C:2]1[CH:10]=[C:9]([O:11][CH3:12])[CH:8]=[C:7]([O:13][CH3:14])[C:3]=1[C:4]([NH2:6])=[O:5].[CH3:15][O:16][C:17]1[CH:18]=[C:19]([CH:22]=[CH:23][CH:24]=1)[CH:20]=O.OS([O-])=O.[Na+].CC1C=CC(S(O)(=O)=O)=CC=1.O. The catalyst is CC(N(C)C)=O.CCOC(C)=O. The product is [CH3:14][O:13][C:7]1[CH:8]=[C:9]([O:11][CH3:12])[CH:10]=[C:2]2[C:3]=1[C:4](=[O:5])[NH:6][C:20]([C:19]1[CH:22]=[CH:23][CH:24]=[C:17]([O:16][CH3:15])[CH:18]=1)=[N:1]2. The yield is 0.690. (4) The reactants are [Cl:1][C:2]1[CH:7]=[CH:6][C:5]([S:8]([CH:11]([C:25]2[CH:30]=[C:29]([F:31])[CH:28]=[CH:27][C:26]=2[F:32])[C:12]2[C:17]([F:18])=[CH:16][N:15]=[C:14](/[CH:19]=[CH:20]/[C:21]([O:23][CH3:24])=[O:22])[CH:13]=2)(=[O:10])=[O:9])=[CH:4][CH:3]=1. The catalyst is C(O)C.O1CCOCC1.ClCCl. The product is [Cl:1][C:2]1[CH:7]=[CH:6][C:5]([S:8]([CH:11]([C:25]2[CH:30]=[C:29]([F:31])[CH:28]=[CH:27][C:26]=2[F:32])[C:12]2[C:17]([F:18])=[CH:16][N:15]=[C:14]([CH2:19][CH2:20][C:21]([O:23][CH3:24])=[O:22])[CH:13]=2)(=[O:10])=[O:9])=[CH:4][CH:3]=1. The yield is 0.870. (5) The reactants are [C:1]1([C:7]2[CH:12]=[C:11]([CH2:13][CH2:14][N:15]3[CH2:20][CH2:19][O:18][CH2:17][CH2:16]3)[CH:10]=[CH:9][C:8]=2[NH:21][C:22]([C:24]2[N:25](COCC[Si](C)(C)C)[C:26]([S:29][CH3:30])=[N:27][CH:28]=2)=[O:23])[CH2:6][CH2:5][CH2:4][CH2:3][CH:2]=1.[C:39]([OH:45])([C:41]([F:44])([F:43])[F:42])=[O:40]. The catalyst is C(Cl)Cl. The product is [F:42][C:41]([F:44])([F:43])[C:39]([OH:45])=[O:40].[C:1]1([C:7]2[CH:12]=[C:11]([CH2:13][CH2:14][N:15]3[CH2:16][CH2:17][O:18][CH2:19][CH2:20]3)[CH:10]=[CH:9][C:8]=2[NH:21][C:22]([C:24]2[NH:25][C:26]([S:29][CH3:30])=[N:27][CH:28]=2)=[O:23])[CH2:6][CH2:5][CH2:4][CH2:3][CH:2]=1. The yield is 0.360.